Dataset: Reaction yield outcomes from USPTO patents with 853,638 reactions. Task: Predict the reaction yield, written as a fraction of the theoretical maximum amount of product (1.0 means a 100% yield; for example, 0.34 means a 34% yield). (1) The product is [CH2:1]([O:3][C:4](=[O:28])[NH:5][C@H:6]1[C@@H:15]([CH2:16][C:17]2[CH:22]=[CH:21][CH:20]=[CH:19][CH:18]=2)[C:14]2[C:9](=[CH:10][CH:11]=[C:12]([N:23]3[CH2:26][CH:25]([NH:27][S:32]([CH2:29][CH2:30][CH3:31])(=[O:34])=[O:33])[CH2:24]3)[CH:13]=2)[O:8][CH2:7]1)[CH3:2]. The yield is 0.910. The reactants are [CH2:1]([O:3][C:4](=[O:28])[NH:5][C@H:6]1[C@@H:15]([CH2:16][C:17]2[CH:22]=[CH:21][CH:20]=[CH:19][CH:18]=2)[C:14]2[C:9](=[CH:10][CH:11]=[C:12]([N:23]3[CH2:26][CH:25]([NH2:27])[CH2:24]3)[CH:13]=2)[O:8][CH2:7]1)[CH3:2].[CH2:29]([S:32](Cl)(=[O:34])=[O:33])[CH2:30][CH3:31]. The catalyst is C(Cl)Cl.CN(C)C1C=CN=CC=1. (2) The reactants are [CH3:1][O:2][C:3]1[CH:4]=[C:5]([CH:10]=[CH:11][C:12]=1[N+:13]([O-:15])=[O:14])[C:6](OC)=[O:7].O.[NH2:17][NH2:18]. The catalyst is CCO. The product is [CH3:1][O:2][C:3]1[CH:4]=[C:5]([CH:10]=[CH:11][C:12]=1[N+:13]([O-:15])=[O:14])[C:6]([NH:17][NH2:18])=[O:7]. The yield is 0.710. (3) The reactants are [N:1]([CH2:4][CH2:5][CH2:6][C:7]1[C:15]2[C:10](=[CH:11][CH:12]=[C:13]([F:16])[CH:14]=2)[N:9]([S:17]([C:20]2[N:27]3[C:23]([S:24][CH:25]=[CH:26]3)=[N:22][C:21]=2[Cl:28])(=[O:19])=[O:18])[CH:8]=1)=[N+]=[N-].C1(P(C2C=CC=CC=2)C2C=CC=CC=2)C=CC=CC=1.O. The catalyst is C1COCC1. The product is [Cl:28][C:21]1[N:22]=[C:23]2[N:27]([C:20]=1[S:17]([N:9]1[C:10]3[C:15](=[CH:14][C:13]([F:16])=[CH:12][CH:11]=3)[C:7]([CH2:6][CH2:5][CH2:4][NH2:1])=[CH:8]1)(=[O:18])=[O:19])[CH:26]=[CH:25][S:24]2. The yield is 0.780. (4) The reactants are [CH3:1][C:2]1[S:6][C:5]([C:7]2[CH:12]=[CH:11][C:10]([C:13]([F:16])([F:15])[F:14])=[CH:9][CH:8]=2)=[N:4][C:3]=1[CH2:17][CH2:18][NH2:19].[CH3:20][O:21][C:22](=[O:36])[C:23]1[CH:28]=[C:27]([S:29](Cl)(=[O:31])=[O:30])[CH:26]=[CH:25][C:24]=1[CH:33]([CH3:35])[CH3:34].CN(C)C=O.C(=O)(O)[O-].[Na+]. The catalyst is CC(C)=O.O. The product is [CH3:20][O:21][C:22](=[O:36])[C:23]1[CH:28]=[C:27]([S:29](=[O:30])(=[O:31])[NH:19][CH2:18][CH2:17][C:3]2[N:4]=[C:5]([C:7]3[CH:8]=[CH:9][C:10]([C:13]([F:16])([F:15])[F:14])=[CH:11][CH:12]=3)[S:6][C:2]=2[CH3:1])[CH:26]=[CH:25][C:24]=1[CH:33]([CH3:34])[CH3:35]. The yield is 0.610. (5) The reactants are [Li+].[BH4-].Cl[Si](C)(C)C.Cl.[NH2:9][C:10]([C:15]1[CH:20]=[CH:19][C:18]([F:21])=[CH:17][C:16]=1[F:22])([CH3:14])[C:11](O)=[O:12]. The catalyst is C1COCC1. The product is [NH2:9][C:10]([C:15]1[CH:20]=[CH:19][C:18]([F:21])=[CH:17][C:16]=1[F:22])([CH3:14])[CH2:11][OH:12]. The yield is 0.730. (6) The reactants are [OH:1][C@@H:2]1[CH2:9][N:8]([C:10](=[O:24])[C:11]([CH3:23])([CH3:22])[CH2:12][CH2:13][N:14]2[CH2:19][CH2:18][NH:17][C@@H:16]([CH3:20])[C:15]2=[O:21])[CH2:7][CH2:6][C:3]21[CH2:5][CH2:4]2.[Cl:25][C:26]1[CH:31]=[C:30]([N:32]=[C:33]=[O:34])[CH:29]=[CH:28][C:27]=1[O:35][C:36]([F:39])([F:38])[F:37]. No catalyst specified. The product is [Cl:25][C:26]1[CH:31]=[C:30]([NH:32][C:33]([N:17]2[CH2:18][CH2:19][N:14]([CH2:13][CH2:12][C:11]([CH3:23])([CH3:22])[C:10]([N:8]3[CH2:7][CH2:6][C:3]4([CH2:5][CH2:4]4)[C@H:2]([OH:1])[CH2:9]3)=[O:24])[C:15](=[O:21])[C@@H:16]2[CH3:20])=[O:34])[CH:29]=[CH:28][C:27]=1[O:35][C:36]([F:39])([F:38])[F:37]. The yield is 0.530. (7) The product is [CH3:15][C:9]1[CH:10]=[CH:11][C:12]([CH3:14])=[CH:13][C:8]=1[N:16]1[CH2:21][CH2:20][O:19][CH2:18][CH2:17]1. The yield is 0.950. The catalyst is C1C=CC(/C=C/C(/C=C/C2C=CC=CC=2)=O)=CC=1.C1C=CC(/C=C/C(/C=C/C2C=CC=CC=2)=O)=CC=1.C1C=CC(/C=C/C(/C=C/C2C=CC=CC=2)=O)=CC=1.[Pd].[Pd].COCCOC. The reactants are CC([O-])(C)C.[Na+].Br[C:8]1[CH:13]=[C:12]([CH3:14])[CH:11]=[CH:10][C:9]=1[CH3:15].[NH:16]1[CH2:21][CH2:20][O:19][CH2:18][CH2:17]1.